Dataset: Full USPTO retrosynthesis dataset with 1.9M reactions from patents (1976-2016). Task: Predict the reactants needed to synthesize the given product. (1) Given the product [CH3:1][O:2][C:3](=[O:45])[NH:4][C@H:5]([C:10]([NH:12][N:13]([CH2:14][C@:15]([OH:36])([C:23](=[O:35])[NH:24][C@H:25]1[C:33]2[C:28](=[CH:29][CH:30]=[CH:31][CH:32]=2)[CH2:27][C@H:26]1[OH:34])[CH2:16][C:17]1[CH:22]=[CH:21][CH:20]=[CH:19][CH:18]=1)[CH2:37][C:38]1[CH:43]=[CH:42][C:41]([C:63]2[CH:62]=[CH:61][CH:60]=[CH:59][N:64]=2)=[CH:40][CH:39]=1)=[O:11])[C:6]([CH3:9])([CH3:8])[CH3:7], predict the reactants needed to synthesize it. The reactants are: [CH3:1][O:2][C:3](=[O:45])[NH:4][C@H:5]([C:10]([NH:12][N:13]([CH2:37][C:38]1[CH:43]=[CH:42][C:41](Br)=[CH:40][CH:39]=1)[CH2:14][C@:15]([OH:36])([C:23](=[O:35])[NH:24][C@H:25]1[C:33]2[C:28](=[CH:29][CH:30]=[CH:31][CH:32]=2)[CH2:27][C@H:26]1[OH:34])[CH2:16][C:17]1[CH:22]=[CH:21][CH:20]=[CH:19][CH:18]=1)=[O:11])[C:6]([CH3:9])([CH3:8])[CH3:7].CCCC[Sn]([C:59]1[N:64]=[CH:63][CH:62]=[CH:61][CH:60]=1)(CCCC)CCCC. (2) Given the product [Cl:1][C:2]1[CH:3]=[CH:4][CH:5]=[C:6]([O:8][CH:15]2[CH2:19][CH2:18][CH2:17][CH2:16]2)[N:7]=1, predict the reactants needed to synthesize it. The reactants are: [Cl:1][C:2]1[N:7]=[C:6]([OH:8])[CH:5]=[CH:4][CH:3]=1.C([O-])([O-])=O.[K+].[K+].[CH:15]1(Br)[CH2:19][CH2:18][CH2:17][CH2:16]1.